This data is from Full USPTO retrosynthesis dataset with 1.9M reactions from patents (1976-2016). The task is: Predict the reactants needed to synthesize the given product. (1) Given the product [CH2:38]([O:37][C:35]([N:4]1[C:5]2[C:10](=[CH:9][C:8]([C:24]([F:27])([F:25])[F:26])=[CH:7][CH:6]=2)[C@H:11]([NH:13][C:14]([O:15][CH2:16][C:17]2[CH:18]=[CH:19][CH:20]=[CH:21][CH:22]=2)=[O:23])[CH2:12][C@@H:3]1[CH2:1][CH3:2])=[O:36])[CH3:39], predict the reactants needed to synthesize it. The reactants are: [CH2:1]([C@H:3]1[CH2:12][C@@H:11]([NH:13][C:14](=[O:23])[O:15][CH2:16][C:17]2[CH:22]=[CH:21][CH:20]=[CH:19][CH:18]=2)[C:10]2[C:5](=[CH:6][CH:7]=[C:8]([C:24]([F:27])([F:26])[F:25])[CH:9]=2)[NH:4]1)[CH3:2].N1C=CC=CC=1.Cl[C:35]([O:37][CH2:38][CH3:39])=[O:36].[OH-].[K+]. (2) Given the product [CH2:1]([O:3][C:4]([C:6]1[O:7][C:8]2[CH:14]=[CH:13][C:12]([C:15]([CH2:18][CH3:19])([C:20]3[CH:25]=[CH:24][C:23]([O:26][CH2:27][CH:28]([OH:33])[C:29]([CH3:31])([CH3:30])[CH3:32])=[C:22]([CH3:34])[CH:21]=3)[CH2:16][CH3:17])=[CH:11][C:9]=2[CH:10]=1)=[O:5])[CH3:2], predict the reactants needed to synthesize it. The reactants are: [CH2:1]([O:3][C:4]([C:6]1[O:7][C:8]2[CH:14]=[CH:13][C:12]([C:15]([C:20]3[CH:25]=[CH:24][C:23]([O:26][CH2:27][C:28](=[O:33])[C:29]([CH3:32])([CH3:31])[CH3:30])=[C:22]([CH3:34])[CH:21]=3)([CH2:18][CH3:19])[CH2:16][CH3:17])=[CH:11][C:9]=2[CH:10]=1)=[O:5])[CH3:2].[BH4-].[Na+]. (3) Given the product [CH2:68]([O:75][C:76](=[O:84])[CH2:77][C@@H:78]([NH:83][C:42](=[O:43])[CH2:41][CH2:40][CH2:39][CH2:38][CH2:37][CH2:36][CH2:35][O:34][CH2:33][C:23]1[C:32]2[C:27](=[CH:28][CH:29]=[CH:30][CH:31]=2)[CH:26]=[CH:25][CH:24]=1)[CH2:79][N:80]([CH3:81])[CH3:82])[C:69]1[CH:74]=[CH:73][CH:72]=[CH:71][CH:70]=1, predict the reactants needed to synthesize it. The reactants are: C(O)CCCCCCCO.BrCC1C2C(=CC=CC=2)C=CC=1.[C:23]1([CH2:33][O:34][CH2:35][CH2:36][CH2:37][CH2:38][CH2:39][CH2:40][CH2:41][CH2:42][OH:43])[C:32]2[C:27](=[CH:28][CH:29]=[CH:30][CH:31]=2)[CH:26]=[CH:25][CH:24]=1.C1(COCCCCCCCC(O)=O)C2C(=CC=CC=2)C=CC=1.Cl.Cl.[CH2:68]([O:75][C:76](=[O:84])[CH2:77][C@@H:78]([NH2:83])[CH2:79][N:80]([CH3:82])[CH3:81])[C:69]1[CH:74]=[CH:73][CH:72]=[CH:71][CH:70]=1.